Dataset: Tox21: 12 toxicity assays (nuclear receptors and stress response pathways). Task: Binary classification across 12 toxicity assays. (1) The drug is Cc1oc(-c2ccccc2)nc1CCOc1cccc2c1ccn2CCC(=O)O. It tested positive (active) for: NR-PPAR-gamma (PPAR-gamma nuclear receptor agonist), and SR-ARE (Antioxidant Response Element (oxidative stress)). (2) The drug is OCCc1ccccc1. It tested positive (active) for: NR-AR-LBD (Androgen Receptor Ligand Binding Domain agonist). (3) The molecule is Oc1ccc2ccccc2c1/N=N/c1ccccc1. It tested positive (active) for: NR-AhR (Aryl hydrocarbon Receptor agonist activity), NR-ER (Estrogen Receptor agonist activity), SR-ARE (Antioxidant Response Element (oxidative stress)), and SR-MMP (Mitochondrial Membrane Potential disruption). (4) The drug is COc1ccc(/N=N/c2cc(C)c(/N=N/c3ccc(S(=O)(=O)[O-])cc3)cc2OC)cc1. It tested positive (active) for: NR-AhR (Aryl hydrocarbon Receptor agonist activity).